This data is from NCI-60 drug combinations with 297,098 pairs across 59 cell lines. The task is: Regression. Given two drug SMILES strings and cell line genomic features, predict the synergy score measuring deviation from expected non-interaction effect. (1) Drug 1: CCC(=C(C1=CC=CC=C1)C2=CC=C(C=C2)OCCN(C)C)C3=CC=CC=C3.C(C(=O)O)C(CC(=O)O)(C(=O)O)O. Drug 2: CN(CCCl)CCCl.Cl. Cell line: SK-MEL-2. Synergy scores: CSS=7.18, Synergy_ZIP=-8.43, Synergy_Bliss=-14.8, Synergy_Loewe=-18.0, Synergy_HSA=-13.3. (2) Drug 1: CN1C(=O)N2C=NC(=C2N=N1)C(=O)N. Drug 2: C1=NC2=C(N1)C(=S)N=CN2. Cell line: LOX IMVI. Synergy scores: CSS=34.7, Synergy_ZIP=0.367, Synergy_Bliss=3.57, Synergy_Loewe=-27.2, Synergy_HSA=1.90. (3) Drug 1: CC1=CC=C(C=C1)C2=CC(=NN2C3=CC=C(C=C3)S(=O)(=O)N)C(F)(F)F. Drug 2: CC1=C2C(C(=O)C3(C(CC4C(C3C(C(C2(C)C)(CC1OC(=O)C(C(C5=CC=CC=C5)NC(=O)OC(C)(C)C)O)O)OC(=O)C6=CC=CC=C6)(CO4)OC(=O)C)O)C)O. Cell line: NCI-H322M. Synergy scores: CSS=2.50, Synergy_ZIP=4.16, Synergy_Bliss=8.45, Synergy_Loewe=2.52, Synergy_HSA=-2.10. (4) Drug 1: CN1C2=C(C=C(C=C2)N(CCCl)CCCl)N=C1CCCC(=O)O.Cl. Drug 2: CC(C)CN1C=NC2=C1C3=CC=CC=C3N=C2N. Cell line: PC-3. Synergy scores: CSS=8.04, Synergy_ZIP=-2.54, Synergy_Bliss=0.470, Synergy_Loewe=1.04, Synergy_HSA=-1.05. (5) Drug 1: CC1C(C(CC(O1)OC2CC(CC3=C2C(=C4C(=C3O)C(=O)C5=C(C4=O)C(=CC=C5)OC)O)(C(=O)CO)O)N)O.Cl. Drug 2: COC1=C2C(=CC3=C1OC=C3)C=CC(=O)O2. Cell line: SNB-75. Synergy scores: CSS=0.800, Synergy_ZIP=1.22, Synergy_Bliss=1.58, Synergy_Loewe=2.33, Synergy_HSA=-0.126. (6) Drug 1: C1=CN(C=N1)CC(O)(P(=O)(O)O)P(=O)(O)O. Drug 2: CC1=C(C(=O)C2=C(C1=O)N3CC4C(C3(C2COC(=O)N)OC)N4)N. Cell line: PC-3. Synergy scores: CSS=11.3, Synergy_ZIP=-3.79, Synergy_Bliss=-1.02, Synergy_Loewe=-6.72, Synergy_HSA=0.115. (7) Drug 1: CCN(CC)CCNC(=O)C1=C(NC(=C1C)C=C2C3=C(C=CC(=C3)F)NC2=O)C. Drug 2: C(CCl)NC(=O)N(CCCl)N=O. Cell line: NCI-H322M. Synergy scores: CSS=-4.40, Synergy_ZIP=12.3, Synergy_Bliss=-2.78, Synergy_Loewe=-2.27, Synergy_HSA=-4.98. (8) Drug 1: C1=NC2=C(N=C(N=C2N1C3C(C(C(O3)CO)O)O)F)N. Drug 2: COC1=NC(=NC2=C1N=CN2C3C(C(C(O3)CO)O)O)N. Cell line: T-47D. Synergy scores: CSS=-3.89, Synergy_ZIP=1.51, Synergy_Bliss=-1.58, Synergy_Loewe=-4.71, Synergy_HSA=-4.19. (9) Drug 1: C1CC(C1)(C(=O)O)C(=O)O.[NH2-].[NH2-].[Pt+2]. Drug 2: CC1=C(C(=O)C2=C(C1=O)N3CC4C(C3(C2COC(=O)N)OC)N4)N. Cell line: 786-0. Synergy scores: CSS=39.5, Synergy_ZIP=-2.81, Synergy_Bliss=1.74, Synergy_Loewe=-11.6, Synergy_HSA=3.58. (10) Drug 1: C1=CC(=CC=C1C#N)C(C2=CC=C(C=C2)C#N)N3C=NC=N3. Drug 2: C1CN1P(=S)(N2CC2)N3CC3. Cell line: UO-31. Synergy scores: CSS=5.35, Synergy_ZIP=-0.353, Synergy_Bliss=1.78, Synergy_Loewe=-4.49, Synergy_HSA=-4.70.